This data is from Forward reaction prediction with 1.9M reactions from USPTO patents (1976-2016). The task is: Predict the product of the given reaction. (1) Given the reactants [CH3:1][C:2]1[C:6]([C:7]2[O:8][C:9]3[CH:15]=[CH:14][C:13]([CH2:16][C:17]([OH:19])=O)=[CH:12][C:10]=3[CH:11]=2)=[C:5]([CH3:20])[O:4][N:3]=1.[CH3:21][C:22]1[CH:27]=[C:26]([CH3:28])[CH:25]=[CH:24][C:23]=1[CH:29]([NH2:35])[CH2:30][CH2:31][CH:32]([CH3:34])[CH3:33].C(Cl)CCl.C1C=CC2N(O)N=NC=2C=1.CCN(C(C)C)C(C)C, predict the reaction product. The product is: [CH3:1][C:2]1[C:6]([C:7]2[O:8][C:9]3[CH:15]=[CH:14][C:13]([CH2:16][C:17]([NH:35][CH:29]([C:23]4[CH:24]=[CH:25][C:26]([CH3:28])=[CH:27][C:22]=4[CH3:21])[CH2:30][CH2:31][CH:32]([CH3:34])[CH3:33])=[O:19])=[CH:12][C:10]=3[CH:11]=2)=[C:5]([CH3:20])[O:4][N:3]=1. (2) Given the reactants Cl[C:2]1[NH:3][C:4](=[O:12])[C:5]2[C:10]([CH:11]=1)=[CH:9][CH:8]=[CH:7][CH:6]=2.[OH:13][CH2:14][C@@H:15]1[CH2:20][NH:19][CH2:18][CH2:17][NH:16]1, predict the reaction product. The product is: [OH:13][CH2:14][C@H:15]1[NH:16][CH2:17][CH2:18][N:19]([C:2]2[NH:3][C:4](=[O:12])[C:5]3[C:10]([CH:11]=2)=[CH:9][CH:8]=[CH:7][CH:6]=3)[CH2:20]1. (3) The product is: [C:44]12([NH:49][C:27]([C:26]3[CH:30]=[C:22]([C:3]4[CH:4]=[C:5]5[C:10]([C:11]([NH:12][CH3:13])=[O:14])=[C:9]([C:15]6[CH:16]=[CH:17][C:18]([F:21])=[CH:19][CH:20]=6)[O:8][C:6]5=[N:7][C:2]=4[Cl:1])[CH:23]=[CH:24][C:25]=3[O:31][CH3:32])=[O:29])[CH2:48][CH:46]([CH2:47]1)[CH2:45]2. Given the reactants [Cl:1][C:2]1[N:7]=[C:6]2[O:8][C:9]([C:15]3[CH:20]=[CH:19][C:18]([F:21])=[CH:17][CH:16]=3)=[C:10]([C:11](=[O:14])[NH:12][CH3:13])[C:5]2=[CH:4][C:3]=1[C:22]1[CH:23]=[CH:24][C:25]([O:31][CH3:32])=[C:26]([CH:30]=1)[C:27]([OH:29])=O.C(N(C(C)C)C(C)C)C.Cl.Cl.[C:44]12([NH2:49])[CH2:48][CH:46]([CH2:47]1)[CH2:45]2.CN(C(ON1N=NC2C=CC=NC1=2)=[N+](C)C)C.F[P-](F)(F)(F)(F)F, predict the reaction product. (4) Given the reactants C(N(CC)CC)C.[CH3:8][C:9]1([CH3:17])[O:14][C:13](=[O:15])[CH2:12][C:11](=[O:16])[O:10]1.[Cl:18][C:19]1[CH:24]=[CH:23][CH:22]=[C:21]([N:25]=[C:26]=[O:27])[CH:20]=1.Cl, predict the reaction product. The product is: [Cl:18][C:19]1[CH:20]=[C:21]([NH:25][C:26]([OH:27])=[C:12]2[C:13](=[O:15])[O:14][C:9]([CH3:17])([CH3:8])[O:10][C:11]2=[O:16])[CH:22]=[CH:23][CH:24]=1.